Dataset: Catalyst prediction with 721,799 reactions and 888 catalyst types from USPTO. Task: Predict which catalyst facilitates the given reaction. (1) Reactant: [CH3:1][C:2]1[N:6]([CH:7]([CH3:11])[C:8]([OH:10])=O)[N:5]=[C:4]([C:12]([F:15])([F:14])[F:13])[N:3]=1.[Cl:16][C:17]1[CH:22]=[CH:21][C:20]([N:23]2[C:31]3[CH2:30][CH2:29][CH2:28][NH:27][C:26]=3[CH:25]=[N:24]2)=[CH:19][CH:18]=1.CCN(C(C)C)C(C)C. Product: [Cl:16][C:17]1[CH:18]=[CH:19][C:20]([N:23]2[C:31]3[CH2:30][CH2:29][CH2:28][N:27]([C:8](=[O:10])[CH:7]([N:6]4[C:2]([CH3:1])=[N:3][C:4]([C:12]([F:15])([F:14])[F:13])=[N:5]4)[CH3:11])[C:26]=3[CH:25]=[N:24]2)=[CH:21][CH:22]=1. The catalyst class is: 3. (2) Reactant: [F:1][C:2]([F:32])([F:31])[C:3]1[CH:8]=[CH:7][C:6]([C:9]2[C:10]([C:15]([NH:17][C:18]3[CH:27]=[C:26]4[C:21]([CH:22]=[C:23]([C:28](O)=[O:29])[CH:24]=[N:25]4)=[CH:20][CH:19]=3)=[O:16])=[CH:11][CH:12]=[CH:13][CH:14]=2)=[CH:5][CH:4]=1.[Cl:33][C:34]1[CH:41]=[CH:40][CH:39]=[CH:38][C:35]=1[CH2:36][NH2:37].Cl.CN(C)CCCN=C=NCC.ON1C2C=CC=CC=2N=N1.C(N(CC)CC)C. Product: [Cl:33][C:34]1[CH:41]=[CH:40][CH:39]=[CH:38][C:35]=1[CH2:36][NH:37][C:28]([C:23]1[CH:24]=[N:25][C:26]2[C:21]([CH:22]=1)=[CH:20][CH:19]=[C:18]([NH:17][C:15]([C:10]1[C:9]([C:6]3[CH:5]=[CH:4][C:3]([C:2]([F:31])([F:32])[F:1])=[CH:8][CH:7]=3)=[CH:14][CH:13]=[CH:12][CH:11]=1)=[O:16])[CH:27]=2)=[O:29]. The catalyst class is: 4. (3) Reactant: [CH3:1][O:2][C:3]1[CH:4]=[CH:5][C:6]2[N:7]=[C:8]([NH2:23])[C:9]3[N:10]([C:13]([CH2:17][CH2:18][C:19]([F:22])([F:21])[F:20])=[N:14][C:15]=3[CH3:16])[C:11]=2[N:12]=1.[CH3:24][S:25](Cl)(=[O:27])=[O:26]. Product: [CH3:1][O:2][C:3]1[CH:4]=[CH:5][C:6]2[N:7]=[C:8]([NH:23][S:25]([CH3:24])(=[O:27])=[O:26])[C:9]3[N:10]([C:13]([CH2:17][CH2:18][C:19]([F:20])([F:21])[F:22])=[N:14][C:15]=3[CH3:16])[C:11]=2[N:12]=1. The catalyst class is: 17. (4) Reactant: C(O)=O.CCN(CC)CC.[CH2:11]([O:18][C:19]1[CH:20]=[C:21]([C:25](=[O:29])[CH2:26][C:27]#[N:28])[CH:22]=[CH:23][CH:24]=1)[C:12]1[CH:17]=[CH:16][CH:15]=[CH:14][CH:13]=1.C([O-])(O)=O.[Na+]. Product: [CH2:11]([O:18][C:19]1[CH:20]=[C:21]([C@H:25]([OH:29])[CH2:26][C:27]#[N:28])[CH:22]=[CH:23][CH:24]=1)[C:12]1[CH:13]=[CH:14][CH:15]=[CH:16][CH:17]=1. The catalyst class is: 25. (5) Reactant: N[CH2:2][CH:3]([S:10][CH2:11][C@H:12]([C:21]([O:23][CH3:24])=[O:22])[NH:13][C:14]([O:16][C:17]([CH3:20])([CH3:19])[CH3:18])=[O:15])[C:4]1[CH:9]=[CH:8][CH:7]=[CH:6][CH:5]=1.[C:25](O)(=O)[CH3:26].[C:29]([BH3-])#[N:30].[Na+].[C:33](=O)(O)[O-].[Na+]. Product: [C:17]([O:16][C:14]([NH:13][C@@H:12]([C:21]([O:23][CH3:24])=[O:22])[CH2:11][S:10][CH:3]([C:4]1[CH:9]=[CH:8][CH:7]=[CH:6][CH:5]=1)[CH2:2][NH:30][CH2:29][CH:26]1[CH2:25][CH2:33]1)=[O:15])([CH3:20])([CH3:19])[CH3:18]. The catalyst class is: 5. (6) Reactant: [F:1][C:2]1[CH:3]=[CH:4][C:5]([NH:8][NH2:9])=[N:6][CH:7]=1.CCN(C(C)C)C(C)C.[CH3:19][C@H:20]1[CH2:25][CH2:24][CH2:23][CH2:22][N:21]1[C:26](Cl)=[O:27].O. Product: [F:1][C:2]1[CH:3]=[CH:4][C:5]([NH:8][NH:9][C:26]([N:21]2[CH2:22][CH2:23][CH2:24][CH2:25][C@@H:20]2[CH3:19])=[O:27])=[N:6][CH:7]=1. The catalyst class is: 61. (7) Reactant: [CH3:1][O:2][C:3]1[CH:8]=[C:7]([N:9]2[CH2:14][CH2:13][NH:12][CH2:11][CH2:10]2)[N:6]2[N:15]=[CH:16][CH:17]=[C:5]2[N:4]=1.[C:18](Cl)(=[O:23])/[CH:19]=[CH:20]/[CH2:21][CH3:22]. Product: [CH3:1][O:2][C:3]1[CH:8]=[C:7]([N:9]2[CH2:10][CH2:11][N:12]([C:18](=[O:23])/[CH:19]=[CH:20]/[CH2:21][CH3:22])[CH2:13][CH2:14]2)[N:6]2[N:15]=[CH:16][CH:17]=[C:5]2[N:4]=1. The catalyst class is: 4.